This data is from Full USPTO retrosynthesis dataset with 1.9M reactions from patents (1976-2016). The task is: Predict the reactants needed to synthesize the given product. (1) Given the product [C:44]([O:43][C@@H:37]([C:28]1[C:27]([CH3:48])=[CH:26][C:24]2[N:25]=[C:21]([C:2]3[N:3]=[C:4]([C:8]4[CH:9]=[C:10]5[C:14](=[CH:15][CH:16]=4)[N:13]([CH3:17])[N:12]=[CH:11]5)[N:5]([CH3:7])[CH:6]=3)[S:22][C:23]=2[C:29]=1[C:30]1[CH:31]=[CH:32][C:33]([Cl:36])=[CH:34][CH:35]=1)[C:38]([O:40][CH2:41][CH3:42])=[O:39])([CH3:45])([CH3:46])[CH3:47], predict the reactants needed to synthesize it. The reactants are: Br[C:2]1[N:3]=[C:4]([C:8]2[CH:9]=[C:10]3[C:14](=[CH:15][CH:16]=2)[N:13]([CH3:17])[N:12]=[CH:11]3)[N:5]([CH3:7])[CH:6]=1.[Li+].[Cl-].Br[C:21]1[S:22][C:23]2[C:29]([C:30]3[CH:35]=[CH:34][C:33]([Cl:36])=[CH:32][CH:31]=3)=[C:28]([C@H:37]([O:43][C:44]([CH3:47])([CH3:46])[CH3:45])[C:38]([O:40][CH2:41][CH3:42])=[O:39])[C:27]([CH3:48])=[CH:26][C:24]=2[N:25]=1. (2) Given the product [Cl:1][C:2]1[CH:15]=[CH:14][C:5]([O:6][C:7]2[CH:8]=[C:9]([N:10]([CH2:16][CH:3]3[CH2:4][CH2:5][CH2:14][CH2:15][CH2:2]3)[CH2:21][CH:20]([OH:22])[C:19]([F:24])([F:23])[F:18])[CH:11]=[CH:12][CH:13]=2)=[CH:4][C:3]=1[CH2:16][CH3:17], predict the reactants needed to synthesize it. The reactants are: [Cl:1][C:2]1[CH:15]=[CH:14][C:5]([O:6][C:7]2[CH:8]=[C:9]([CH:11]=[CH:12][CH:13]=2)[NH2:10])=[CH:4][C:3]=1[CH2:16][CH3:17].[F:18][C:19]([F:24])([F:23])[CH:20]1[O:22][CH2:21]1. (3) Given the product [Cl:35][C:7]1[CH:8]=[C:9]([NH:12][C:13]([C:15]2[CH:24]=[C:23]3[C:18]([CH2:19][CH2:20][CH2:21][N:22]3[S:25]([C:28]3[CH:33]=[CH:32][CH:31]=[C:30]([F:34])[CH:29]=3)(=[O:27])=[O:26])=[CH:17][CH:16]=2)=[O:14])[CH:10]=[CH:11][C:6]=1[C:5]([OH:36])=[O:4], predict the reactants needed to synthesize it. The reactants are: [OH-].[K+].C[O:4][C:5](=[O:36])[C:6]1[CH:11]=[CH:10][C:9]([NH:12][C:13]([C:15]2[CH:24]=[C:23]3[C:18]([CH2:19][CH2:20][CH2:21][N:22]3[S:25]([C:28]3[CH:33]=[CH:32][CH:31]=[C:30]([F:34])[CH:29]=3)(=[O:27])=[O:26])=[CH:17][CH:16]=2)=[O:14])=[CH:8][C:7]=1[Cl:35]. (4) Given the product [Cl:12][C:13]1[CH:21]=[CH:20][C:19]([NH:22][C:23]([C:25]2[O:26][CH:27]=[CH:28][CH:29]=2)=[O:24])=[CH:18][C:14]=1[C:15]1[NH:11][C:6]2[C:7]([N:10]=1)=[N:8][CH:9]=[C:4]([N+:1]([O-:3])=[O:2])[CH:5]=2, predict the reactants needed to synthesize it. The reactants are: [N+:1]([C:4]1[CH:5]=[C:6]([NH2:11])[C:7]([NH2:10])=[N:8][CH:9]=1)([O-:3])=[O:2].[Cl:12][C:13]1[CH:21]=[CH:20][C:19]([NH:22][C:23]([C:25]2[O:26][CH:27]=[CH:28][CH:29]=2)=[O:24])=[CH:18][C:14]=1[C:15](O)=O.C(=O)([O-])[O-].[Na+].[Na+]. (5) Given the product [Br:1][C:2]1[CH:7]=[CH:6][C:5]([C:15]2([OH:14])[CH2:16][N:17]([C:19]([O:21][C:22]([CH3:24])([CH3:23])[CH3:25])=[O:20])[CH2:18]2)=[CH:4][CH:3]=1, predict the reactants needed to synthesize it. The reactants are: [Br:1][C:2]1[CH:7]=[CH:6][C:5](I)=[CH:4][CH:3]=1.[Li]CCCC.[O:14]=[C:15]1[CH2:18][N:17]([C:19]([O:21][C:22]([CH3:25])([CH3:24])[CH3:23])=[O:20])[CH2:16]1. (6) Given the product [OH:1][C:2]1([C:18]2[CH:19]=[CH:20][C:15]([O:14][CH3:13])=[CH:16][CH:17]=2)[CH2:5][N:4]([C:6]([O:8][C:9]([CH3:12])([CH3:11])[CH3:10])=[O:7])[CH2:3]1, predict the reactants needed to synthesize it. The reactants are: [O:1]=[C:2]1[CH2:5][N:4]([C:6]([O:8][C:9]([CH3:12])([CH3:11])[CH3:10])=[O:7])[CH2:3]1.[CH3:13][O:14][C:15]1[CH:20]=[CH:19][C:18]([Mg]Br)=[CH:17][CH:16]=1.[Cl-].[NH4+].